Dataset: NCI-60 drug combinations with 297,098 pairs across 59 cell lines. Task: Regression. Given two drug SMILES strings and cell line genomic features, predict the synergy score measuring deviation from expected non-interaction effect. (1) Drug 1: C1CC(C1)(C(=O)O)C(=O)O.[NH2-].[NH2-].[Pt+2]. Drug 2: CCCCCOC(=O)NC1=NC(=O)N(C=C1F)C2C(C(C(O2)C)O)O. Cell line: SK-OV-3. Synergy scores: CSS=0.767, Synergy_ZIP=-1.76, Synergy_Bliss=-3.11, Synergy_Loewe=-3.08, Synergy_HSA=-3.84. (2) Drug 1: C1=NC(=NC(=O)N1C2C(C(C(O2)CO)O)O)N. Drug 2: C#CCC(CC1=CN=C2C(=N1)C(=NC(=N2)N)N)C3=CC=C(C=C3)C(=O)NC(CCC(=O)O)C(=O)O. Cell line: UO-31. Synergy scores: CSS=52.2, Synergy_ZIP=3.52, Synergy_Bliss=0.0661, Synergy_Loewe=0.757, Synergy_HSA=1.13.